This data is from NCI-60 drug combinations with 297,098 pairs across 59 cell lines. The task is: Regression. Given two drug SMILES strings and cell line genomic features, predict the synergy score measuring deviation from expected non-interaction effect. (1) Drug 1: C1=CC(=C(C=C1I)F)NC2=C(C=CC(=C2F)F)C(=O)NOCC(CO)O. Drug 2: CC1(CCCN1)C2=NC3=C(C=CC=C3N2)C(=O)N. Cell line: SW-620. Synergy scores: CSS=52.4, Synergy_ZIP=-0.391, Synergy_Bliss=-1.49, Synergy_Loewe=-20.2, Synergy_HSA=-1.66. (2) Drug 1: CS(=O)(=O)C1=CC(=C(C=C1)C(=O)NC2=CC(=C(C=C2)Cl)C3=CC=CC=N3)Cl. Drug 2: C(=O)(N)NO. Cell line: T-47D. Synergy scores: CSS=9.21, Synergy_ZIP=-3.14, Synergy_Bliss=3.26, Synergy_Loewe=-4.98, Synergy_HSA=2.66. (3) Drug 1: CC1C(C(CC(O1)OC2CC(CC3=C2C(=C4C(=C3O)C(=O)C5=C(C4=O)C(=CC=C5)OC)O)(C(=O)CO)O)N)O.Cl. Drug 2: CC1=CC2C(CCC3(C2CCC3(C(=O)C)OC(=O)C)C)C4(C1=CC(=O)CC4)C. Cell line: 786-0. Synergy scores: CSS=7.25, Synergy_ZIP=-2.01, Synergy_Bliss=1.43, Synergy_Loewe=-7.08, Synergy_HSA=1.63.